Task: Predict the reactants needed to synthesize the given product.. Dataset: Full USPTO retrosynthesis dataset with 1.9M reactions from patents (1976-2016) (1) The reactants are: [Cl:1][C:2]1[CH:7]=[CH:6][C:5]([C:8]2[CH:13]=[CH:12][CH:11]=[CH:10][C:9]=2[CH2:14][N:15]2[CH2:20][CH2:19][N:18](C(OC(C)(C)C)=O)[CH2:17][CH2:16]2)=[CH:4][CH:3]=1.Cl. Given the product [Cl:1][C:2]1[CH:7]=[CH:6][C:5]([C:8]2[CH:13]=[CH:12][CH:11]=[CH:10][C:9]=2[CH2:14][N:15]2[CH2:16][CH2:17][NH:18][CH2:19][CH2:20]2)=[CH:4][CH:3]=1, predict the reactants needed to synthesize it. (2) Given the product [CH3:21][O:22][C:19]([C:10]1[C:11]2[C:16](=[C:15]([O:17][CH3:18])[CH:14]=[CH:13][CH:12]=2)[N:8]([CH2:7][CH:1]2[CH2:2][CH2:3][CH2:4][CH2:5][CH2:6]2)[CH:9]=1)=[NH:20], predict the reactants needed to synthesize it. The reactants are: [CH:1]1([CH2:7][N:8]2[C:16]3[C:11](=[CH:12][CH:13]=[CH:14][C:15]=3[O:17][CH3:18])[C:10]([C:19]#[N:20])=[CH:9]2)[CH2:6][CH2:5][CH2:4][CH2:3][CH2:2]1.[CH3:21][OH:22]. (3) Given the product [Br:1][C:2]1[CH:3]=[CH:4][C:5]2[C:11]3[S:12][C:13]([C:15]4[N:16]([C:17]5[CH:22]=[CH:21][CH:20]=[CH:19][C:18]=5[Cl:23])[N:27]=[N:25][N:24]=4)=[CH:14][C:10]=3[CH2:9][CH2:8][O:7][C:6]=2[CH:26]=1, predict the reactants needed to synthesize it. The reactants are: [Br:1][C:2]1[CH:3]=[CH:4][C:5]2[C:11]3[S:12][C:13]([C:15](=[N:24][NH2:25])[NH:16][C:17]4[CH:22]=[CH:21][CH:20]=[CH:19][C:18]=4[Cl:23])=[CH:14][C:10]=3[CH2:9][CH2:8][O:7][C:6]=2[CH:26]=1.[N:27]([O-])=O.[Na+].[OH-].[Na+]. (4) Given the product [NH2:17][CH:16]=[C:13]1[C:12]([C:20]2[CH:25]=[CH:24][CH:23]=[CH:22][CH:21]=2)=[N:11][N:10]([C:2]2[S:1][C:5]3[CH:6]=[CH:7][CH:8]=[CH:9][C:4]=3[N:3]=2)[C:14]1=[O:15], predict the reactants needed to synthesize it. The reactants are: [S:1]1[C:5]2[CH:6]=[CH:7][CH:8]=[CH:9][C:4]=2[N:3]=[C:2]1[N:10]1[C:14](=[O:15])[C:13](=[CH:16][N:17](C)C)[C:12]([C:20]2[CH:25]=[CH:24][CH:23]=[CH:22][CH:21]=2)=[N:11]1.N.